This data is from NCI-60 drug combinations with 297,098 pairs across 59 cell lines. The task is: Regression. Given two drug SMILES strings and cell line genomic features, predict the synergy score measuring deviation from expected non-interaction effect. (1) Drug 1: C1=NNC2=C1C(=O)NC=N2. Drug 2: C(CN)CNCCSP(=O)(O)O. Cell line: EKVX. Synergy scores: CSS=-3.35, Synergy_ZIP=1.30, Synergy_Bliss=-2.99, Synergy_Loewe=-2.87, Synergy_HSA=-5.71. (2) Drug 1: CNC(=O)C1=CC=CC=C1SC2=CC3=C(C=C2)C(=NN3)C=CC4=CC=CC=N4. Drug 2: C1C(C(OC1N2C=C(C(=O)NC2=O)F)CO)O. Cell line: NCI-H322M. Synergy scores: CSS=18.2, Synergy_ZIP=7.38, Synergy_Bliss=9.95, Synergy_Loewe=-3.44, Synergy_HSA=6.50. (3) Drug 1: C1CCC(CC1)NC(=O)N(CCCl)N=O. Drug 2: CCCCC(=O)OCC(=O)C1(CC(C2=C(C1)C(=C3C(=C2O)C(=O)C4=C(C3=O)C=CC=C4OC)O)OC5CC(C(C(O5)C)O)NC(=O)C(F)(F)F)O. Cell line: SN12C. Synergy scores: CSS=10.7, Synergy_ZIP=-4.67, Synergy_Bliss=-5.19, Synergy_Loewe=-4.78, Synergy_HSA=-4.72.